Predict the reaction yield, written as a fraction of the theoretical maximum amount of product (1.0 means a 100% yield; for example, 0.34 means a 34% yield). From a dataset of Reaction yield outcomes from USPTO patents with 853,638 reactions. (1) The reactants are [N:1]1[CH:6]=[CH:5][CH:4]=[C:3](B(O)O)[CH:2]=1.C(O)C.C([O-])([O-])=O.[K+].[K+].[C:19]([O:23][C:24](=[O:35])[N:25]([C:28]1[S:32][C:31](Br)=[N:30][C:29]=1[Cl:34])[CH2:26][CH3:27])([CH3:22])([CH3:21])[CH3:20]. The catalyst is C1(C)C=CC=CC=1.C(OCC)(=O)C.C1C=CC([P]([Pd]([P](C2C=CC=CC=2)(C2C=CC=CC=2)C2C=CC=CC=2)([P](C2C=CC=CC=2)(C2C=CC=CC=2)C2C=CC=CC=2)[P](C2C=CC=CC=2)(C2C=CC=CC=2)C2C=CC=CC=2)(C2C=CC=CC=2)C2C=CC=CC=2)=CC=1. The product is [C:19]([O:23][C:24](=[O:35])[N:25]([C:28]1[S:32][C:31]([C:3]2[CH:2]=[N:1][CH:6]=[CH:5][CH:4]=2)=[N:30][C:29]=1[Cl:34])[CH2:26][CH3:27])([CH3:20])([CH3:21])[CH3:22]. The yield is 0.790. (2) The reactants are I[C:2]1[C:10]2[C:9](=[O:11])[N:8]([CH2:12][C:13]([F:16])([F:15])[F:14])[CH:7]=[N:6][C:5]=2[N:4]([CH3:17])[CH:3]=1.[N:18]1[CH:23]=[CH:22][C:21](B(O)O)=[CH:20][CH:19]=1.C(=O)([O-])[O-].[Na+].[Na+]. The catalyst is O1CCOCC1.O.C1C=CC(P(C2C=CC=CC=2)[C-]2C=CC=C2)=CC=1.C1C=CC(P(C2C=CC=CC=2)[C-]2C=CC=C2)=CC=1.Cl[Pd]Cl.[Fe+2].C(Cl)Cl. The product is [CH3:17][N:4]1[C:5]2[N:6]=[CH:7][N:8]([CH2:12][C:13]([F:16])([F:15])[F:14])[C:9](=[O:11])[C:10]=2[C:2]([C:21]2[CH:22]=[CH:23][N:18]=[CH:19][CH:20]=2)=[CH:3]1. The yield is 0.340. (3) The reactants are [F:1][C:2]1[CH:22]=[C:21]([F:23])[CH:20]=[CH:19][C:3]=1[O:4][C:5]1[CH:6]=[C:7]2[C:11](=[CH:12][C:13]=1[OH:14])[N:10]([CH2:15][CH:16]([CH3:18])[CH3:17])[N:9]=[CH:8]2.C(OC([N:31]1[CH2:36][CH2:35][CH:34]([CH2:37]OS(C2C=CC(C)=CC=2)(=O)=O)[CH2:33][CH2:32]1)=O)(C)(C)C.N[C@H](C(O)=O)CC1C=C2C(C=CC=C2)=CC=1.C([O-])([O-])=O.[K+].[K+]. The catalyst is CN(C=O)C.CCOCC.O. The product is [F:1][C:2]1[CH:22]=[C:21]([F:23])[CH:20]=[CH:19][C:3]=1[O:4][C:5]1[CH:6]=[C:7]2[C:11](=[CH:12][C:13]=1[O:14][CH2:37][CH:34]1[CH2:35][CH2:36][NH:31][CH2:32][CH2:33]1)[N:10]([CH2:15][CH:16]([CH3:18])[CH3:17])[N:9]=[CH:8]2. The yield is 0.370. (4) The reactants are [CH3:1][N:2]1[C:6]([NH2:7])=[CH:5][C:4]([C:8]2[CH:13]=[CH:12][CH:11]=[CH:10][CH:9]=2)=[N:3]1.C([O:16][C:17](=O)[CH2:18][C:19]([C:21]([F:24])([F:23])[F:22])=[O:20])C. The catalyst is C(O)(=O)C. The product is [OH:20][C:19]1([C:21]([F:24])([F:23])[F:22])[CH2:18][C:17](=[O:16])[NH:7][C:6]2[N:2]([CH3:1])[N:3]=[C:4]([C:8]3[CH:9]=[CH:10][CH:11]=[CH:12][CH:13]=3)[C:5]1=2. The yield is 0.160.